From a dataset of Retrosynthesis with 50K atom-mapped reactions and 10 reaction types from USPTO. Predict the reactants needed to synthesize the given product. (1) Given the product c1ccc([S+](c2ccccc2)c2ccccc2)cc1, predict the reactants needed to synthesize it. The reactants are: C=C(C)C(=O)[O-].O=C(CCCCl)OC(C(F)(F)F)C(F)(F)S(=O)(=O)[O-]. (2) The reactants are: C1COCCN1.O=[N+]([O-])c1ccc(F)c(F)c1. Given the product O=[N+]([O-])c1ccc(N2CCOCC2)c(F)c1, predict the reactants needed to synthesize it. (3) Given the product COc1ccc(OCC(=O)O)cc1Cl, predict the reactants needed to synthesize it. The reactants are: CCOC(=O)COc1ccc(OC)c(Cl)c1. (4) The reactants are: CCOC(=O)C(CS)c1ccc(NC(=N)N)cc1. Given the product N=C(N)Nc1ccc(C(CS)C(=O)O)cc1, predict the reactants needed to synthesize it. (5) Given the product Cn1nc(COc2ccc3ccn(CC(=O)O)c3c2)cc1-c1ccc(OC(F)(F)F)cc1, predict the reactants needed to synthesize it. The reactants are: CCOC(=O)Cn1ccc2ccc(OCc3cc(-c4ccc(OC(F)(F)F)cc4)n(C)n3)cc21. (6) The reactants are: CC(C)(C)OC(=O)N1CCN(Cc2ccc(C(=O)O)cc2)C(=O)C1.Nc1ccc(Cl)c(-c2ccccn2)c1. Given the product CC(C)(C)OC(=O)N1CCN(Cc2ccc(C(=O)Nc3ccc(Cl)c(-c4ccccn4)c3)cc2)C(=O)C1, predict the reactants needed to synthesize it.